Dataset: Forward reaction prediction with 1.9M reactions from USPTO patents (1976-2016). Task: Predict the product of the given reaction. (1) The product is: [I:26][CH2:2][CH2:3][CH2:4][CH2:5][O:6][CH2:7][CH2:8][O:9][CH2:10][CH2:11][O:12][CH2:13][CH2:14][O:15][CH2:16][CH2:17][O:18][CH2:19][C:20]1[CH:25]=[CH:24][CH:23]=[CH:22][CH:21]=1. Given the reactants Br[CH2:2][CH2:3][CH2:4][CH2:5][O:6][CH2:7][CH2:8][O:9][CH2:10][CH2:11][O:12][CH2:13][CH2:14][O:15][CH2:16][CH2:17][O:18][CH2:19][C:20]1[CH:25]=[CH:24][CH:23]=[CH:22][CH:21]=1.[I-:26].[Na+], predict the reaction product. (2) Given the reactants [Cl:1][C:2]1[CH:11]=[C:10]2[C:5]([C:6](=O)[NH:7][C:8]([N:12]3[CH:16]=[C:15]([C:17]([O:19]CC)=[O:18])[CH:14]=[N:13]3)=[N:9]2)=[CH:4][C:3]=1[C:23]1[CH:28]=[CH:27][CH:26]=[CH:25][C:24]=1[CH3:29].[CH2:30]([NH:32][CH2:33][CH3:34])[CH3:31], predict the reaction product. The product is: [CH2:30]([N:32]([CH2:33][CH3:34])[C:6]1[C:5]2[C:10](=[CH:11][C:2]([Cl:1])=[C:3]([C:23]3[CH:28]=[CH:27][CH:26]=[CH:25][C:24]=3[CH3:29])[CH:4]=2)[N:9]=[C:8]([N:12]2[CH:16]=[C:15]([C:17]([OH:19])=[O:18])[CH:14]=[N:13]2)[N:7]=1)[CH3:31]. (3) Given the reactants [Cl-].C([Al+]CC)C.Cl.[CH3:8][NH:9][O:10][CH3:11].[Br:12][C:13]1[S:17][C:16]2=[C:18]([C:21]([O:23]C)=O)[N:19]=[CH:20][N:15]2[CH:14]=1.P([O-])([O-])([O-])=O, predict the reaction product. The product is: [CH3:11][O:10][N:9]([CH3:8])[C:21]([C:18]1[N:19]=[CH:20][N:15]2[CH:14]=[C:13]([Br:12])[S:17][C:16]=12)=[O:23]. (4) Given the reactants [CH3:1][C:2]1[NH:3][CH:4]=[CH:5][N:6]=1.[Br:7][C:8]1[CH:9]=[N:10][CH:11]=[C:12]([CH2:14]Cl)[CH:13]=1, predict the reaction product. The product is: [Br:7][C:8]1[CH:9]=[N:10][CH:11]=[C:12]([CH2:14][N:3]2[CH:4]=[CH:5][N:6]=[C:2]2[CH3:1])[CH:13]=1. (5) Given the reactants [OH2:1].[H][H].C(N([CH2:9][CH3:10])CC)C.C([O:15][C:16]1[CH:21]=[CH:20][C:19](S(Cl)(=O)=O)=[CH:18][CH:17]=1)C#CC.[OH-:26].[Na+], predict the reaction product. The product is: [OH:15][CH:16]1[CH2:21][CH2:20][CH:19]([CH2:9][C:10]([OH:26])=[O:1])[CH2:18][CH2:17]1. (6) Given the reactants [CH2:1]([O:4][C:5]1[CH:10]=[CH:9][CH:8]=[CH:7][C:6]=1[CH:11]1[C:20]2[CH:19]=[C:18]3[O:21][CH2:22][O:23][C:17]3=[CH:16][C:15]=2[NH:14][C:13](=O)[CH2:12]1)[CH2:2][CH3:3].C(OC1C=CC=CC=1C=CC(O)=O)CC.P12(SP3(SP(SP(S3)(S1)=S)(=S)S2)=S)=S.[CH:54]([NH:56]N)=O.C(#[N:60])C, predict the reaction product. The product is: [CH2:1]([O:4][C:5]1[CH:10]=[CH:9][CH:8]=[CH:7][C:6]=1[CH:11]1[C:20]2[C:15](=[CH:16][C:17]3[O:23][CH2:22][O:21][C:18]=3[CH:19]=2)[N:14]2[N:60]=[CH:54][N:56]=[C:13]2[CH2:12]1)[CH2:2][CH3:3]. (7) Given the reactants [CH3:1][C:2]1[N:6]=[C:5]([CH3:7])[N:4]([C:8]2[C:12]([CH3:13])=[N:11][NH:10][C:9]=2[OH:14])[N:3]=1.C(=O)([O-])[O-].[Cs+].[Cs+].Br[CH:22]([CH3:33])[C:23]([C:25]1[CH:30]=[CH:29][C:28]([Cl:31])=[CH:27][C:26]=1[Cl:32])=[O:24], predict the reaction product. The product is: [Cl:32][C:26]1[CH:27]=[C:28]([Cl:31])[CH:29]=[CH:30][C:25]=1[C:23](=[O:24])[CH:22]([O:14][C:9]1[NH:10][N:11]=[C:12]([CH3:13])[C:8]=1[N:4]1[C:5]([CH3:7])=[N:6][C:2]([CH3:1])=[N:3]1)[CH3:33].